Predict the product of the given reaction. From a dataset of Forward reaction prediction with 1.9M reactions from USPTO patents (1976-2016). Given the reactants [CH2:1]([O:3][CH:4]([CH2:8][C:9]1[CH:14]=[CH:13][C:12]([NH:15][CH2:16][CH2:17][CH2:18][C:19]2[CH:24]=[CH:23][C:22]([O:25][S:26]([CH3:29])(=[O:28])=[O:27])=[CH:21][CH:20]=2)=[CH:11][CH:10]=1)[C:5]([OH:7])=[O:6])[CH3:2].[NH2:30][C@H:31]([C:39]([OH:41])=[O:40])[CH2:32][CH2:33][CH2:34][NH:35][C:36](=[NH:38])[NH2:37], predict the reaction product. The product is: [NH2:30][C@H:31]([C:39]([OH:41])=[O:40])[CH2:32][CH2:33][CH2:34][NH:35][C:36](=[NH:37])[NH2:38].[CH2:1]([O:3][CH:4]([CH2:8][C:9]1[CH:10]=[CH:11][C:12]([NH:15][CH2:16][CH2:17][CH2:18][C:19]2[CH:20]=[CH:21][C:22]([O:25][S:26]([CH3:29])(=[O:27])=[O:28])=[CH:23][CH:24]=2)=[CH:13][CH:14]=1)[C:5]([OH:7])=[O:6])[CH3:2].